This data is from Forward reaction prediction with 1.9M reactions from USPTO patents (1976-2016). The task is: Predict the product of the given reaction. (1) Given the reactants C(=O)([O-])[O-].[K+].[K+].[Cl:7][C:8]1[C:12]([C:13]([NH:15][OH:16])=[O:14])=[C:11]([Cl:17])[N:10]([CH3:18])[N:9]=1.[CH2:19](Br)[CH:20]=[CH2:21].Cl, predict the reaction product. The product is: [CH2:21]([O:16][NH:15][C:13]([C:12]1[C:8]([Cl:7])=[N:9][N:10]([CH3:18])[C:11]=1[Cl:17])=[O:14])[CH:20]=[CH2:19]. (2) Given the reactants Br[C:2]1[CH:3]=[C:4]([CH:8]2[O:12][CH2:11][CH2:10][O:9]2)[CH:5]=[CH:6][CH:7]=1.Cl.Cl[CH:15]([CH3:18])[CH2:16][NH2:17].C1C=CC(P(C2C(C3C(P(C4C=CC=CC=4)C4C=CC=CC=4)=CC=C4C=3C=CC=C4)=C3C(C=CC=C3)=CC=2)C2C=CC=CC=2)=CC=1.CC(C)([O-])C.[Na+], predict the reaction product. The product is: [O:9]1[CH2:10][CH2:11][O:12][CH:8]1[C:4]1[CH:3]=[C:2]([N:17]2[CH2:18][CH2:15][CH2:16]2)[CH:7]=[CH:6][CH:5]=1. (3) Given the reactants C([O:8][C:9]1[CH:10]=[C:11]([C:15]([OH:39])([C:33]2[CH:38]=[CH:37][CH:36]=[CH:35][CH:34]=2)[C:16]([O:18][CH2:19][CH:20]2[CH2:25][CH2:24][N:23]([C:26]([O:28][C:29]([CH3:32])([CH3:31])[CH3:30])=[O:27])[CH2:22][CH2:21]2)=[O:17])[CH:12]=[CH:13][CH:14]=1)C1C=CC=CC=1.CC1CC=CCC=1, predict the reaction product. The product is: [OH:39][C:15]([C:11]1[CH:12]=[CH:13][CH:14]=[C:9]([OH:8])[CH:10]=1)([C:33]1[CH:38]=[CH:37][CH:36]=[CH:35][CH:34]=1)[C:16]([O:18][CH2:19][CH:20]1[CH2:25][CH2:24][N:23]([C:26]([O:28][C:29]([CH3:32])([CH3:31])[CH3:30])=[O:27])[CH2:22][CH2:21]1)=[O:17]. (4) Given the reactants Cl.[NH2:2][CH2:3][C:4]1[CH:9]=[CH:8][C:7]([C:10]2[N:14]=C(C)O[N:11]=2)=[CH:6][C:5]=1[NH:16][CH2:17][C:18]([O:20]CC1C=CC=CC=1)=[O:19].[F:28][C:29]([F:40])([F:39])[C:30]1[CH:31]=[C:32]([CH:36]=[CH:37][CH:38]=1)[C:33](O)=[O:34], predict the reaction product. The product is: [C:10]([C:7]1[CH:8]=[CH:9][C:4]([CH2:3][NH:2][C:33](=[O:34])[C:32]2[CH:36]=[CH:37][CH:38]=[C:30]([C:29]([F:28])([F:39])[F:40])[CH:31]=2)=[C:5]([NH:16][CH2:17][C:18]([OH:20])=[O:19])[CH:6]=1)(=[NH:11])[NH2:14].